Dataset: Forward reaction prediction with 1.9M reactions from USPTO patents (1976-2016). Task: Predict the product of the given reaction. (1) Given the reactants [F:1][C:2]1[CH:7]=[C:6]([CH:8]([CH2:13][CH:14]=[CH2:15])[CH2:9][N+:10]([O-:12])=[O:11])[C:5]([F:16])=[CH:4][C:3]=1[F:17].Br/[C:19](=C\C)/C([O-])=O.[OH-:25].[Na+].[CH2:27]1[CH2:31][O:30][CH2:29][CH2:28]1, predict the reaction product. The product is: [CH2:19]=[C:28]([CH2:27][CH:9]([N+:10]([O-:12])=[O:11])[CH:8]([C:6]1[CH:7]=[C:2]([F:1])[C:3]([F:17])=[CH:4][C:5]=1[F:16])[CH2:13][CH:14]=[CH2:15])[C:29]([O:30][CH3:31])=[O:25]. (2) Given the reactants [Br:1][CH2:2][CH2:3][CH2:4][CH2:5][CH2:6][C:7]([OH:9])=[O:8].[CH3:10]O, predict the reaction product. The product is: [Br:1][CH2:2][CH2:3][CH2:4][CH2:5][CH2:6][C:7]([O:9][CH3:10])=[O:8]. (3) Given the reactants Cl[C:2]([O:4][CH3:5])=[O:3].[F:6][C:7]([F:12])([F:11])[C:8]([OH:10])=[O:9].[F:13][C:14]([F:19])([F:18])[C:15]([OH:17])=[O:16].[NH:20]1[CH2:23][CH:22]([C:24]2[C:25]([O:44][CH3:45])=[C:26]([CH:32]([NH:34][C:35]3[N:43]=[CH:42][N:41]=[C:40]4[C:36]=3[N:37]=[CH:38][NH:39]4)[CH3:33])[CH:27]=[C:28]([Cl:31])[C:29]=2[CH3:30])[CH2:21]1.CCN(C(C)C)C(C)C, predict the reaction product. The product is: [F:6][C:7]([F:12])([F:11])[C:8]([OH:10])=[O:9].[Cl:31][C:28]1[C:29]([CH3:30])=[C:24]([CH:22]2[CH2:21][N:20]([C:2]([O:4][CH3:5])=[O:3])[CH2:23]2)[C:25]([O:44][CH3:45])=[C:26]([CH:32]([NH:34][C:35]2[N:43]=[CH:42][N:41]=[C:40]3[C:36]=2[N:37]=[CH:38][NH:39]3)[CH3:33])[CH:27]=1.[C:15]([OH:17])([C:14]([F:19])([F:18])[F:13])=[O:16]. (4) Given the reactants [C:1]([C:4]1[C:12]2[C:7](=[CH:8][C:9]([O:13][C:14]3[N:19]=[CH:18][CH:17]=[CH:16][N:15]=3)=[CH:10][CH:11]=2)[N:6]([CH2:20][C:21]([O:23]C(C)(C)C)=[O:22])[CH:5]=1)(=[O:3])[CH3:2].C(O)(C(F)(F)F)=O, predict the reaction product. The product is: [C:1]([C:4]1[C:12]2[C:7](=[CH:8][C:9]([O:13][C:14]3[N:15]=[CH:16][CH:17]=[CH:18][N:19]=3)=[CH:10][CH:11]=2)[N:6]([CH2:20][C:21]([OH:23])=[O:22])[CH:5]=1)(=[O:3])[CH3:2]. (5) Given the reactants CS([C:5]1[N:10]=[C:9]([C:11]2[N:15]3[CH:16]=[CH:17][CH:18]=[CH:19][C:14]3=[N:13][C:12]=2[C:20]2[CH:25]=[CH:24][CH:23]=[C:22]([CH3:26])[N:21]=2)[CH:8]=[CH:7][N:6]=1)(=O)=O.[NH:27]1[CH2:31][CH2:30][CH2:29][CH2:28]1, predict the reaction product. The product is: [CH3:26][C:22]1[N:21]=[C:20]([C:12]2[N:13]=[C:14]3[CH:19]=[CH:18][CH:17]=[CH:16][N:15]3[C:11]=2[C:9]2[CH:8]=[CH:7][N:6]=[C:5]([N:27]3[CH2:31][CH2:30][CH2:29][CH2:28]3)[N:10]=2)[CH:25]=[CH:24][CH:23]=1.